From a dataset of Catalyst prediction with 721,799 reactions and 888 catalyst types from USPTO. Predict which catalyst facilitates the given reaction. Reactant: [Cl:1][C:2]1[CH:7]=[CH:6][CH:5]=[CH:4][C:3]=1[C:8]1[C:14]2[CH:15]=[C:16]([F:21])[C:17]([O:19][CH3:20])=[CH:18][C:13]=2[NH:12][C:11](=[O:22])[CH2:10][N:9]=1.[CH2:23](N(C(C)C)C(C)C)C.N1C=NC=N1.P(Cl)(Cl)(Cl)=O. Product: [Cl:1][C:2]1[CH:7]=[CH:6][CH:5]=[CH:4][C:3]=1[C:8]1[C:14]2[CH:15]=[C:16]([F:21])[C:17]([O:19][CH3:20])=[CH:18][C:13]=2[N:12]=[C:11]([O:22][CH3:23])[CH2:10][N:9]=1. The catalyst class is: 7.